Dataset: Reaction yield outcomes from USPTO patents with 853,638 reactions. Task: Predict the reaction yield, written as a fraction of the theoretical maximum amount of product (1.0 means a 100% yield; for example, 0.34 means a 34% yield). (1) The product is [F:1][C:2]1[CH:3]=[CH:4][C:5]([O:13][CH3:14])=[C:6]([CH2:8][CH2:9][CH2:10][CH:11]([OH:12])[CH2:18][CH2:17][CH:16]=[CH2:15])[CH:7]=1. The catalyst is C1COCC1. The reactants are [F:1][C:2]1[CH:3]=[CH:4][C:5]([O:13][CH3:14])=[C:6]([CH2:8][CH2:9][CH2:10][CH:11]=[O:12])[CH:7]=1.[CH:15]([Mg]Br)=[CH:16][CH2:17][CH3:18].[Cl-].[NH4+]. The yield is 0.610. (2) The reactants are [CH2:1]([Li])CCC.[CH:6]1[C:15]2[C:10](=[CH:11][CH:12]=[CH:13][CH:14]=2)[CH:9]=[CH:8][C:7]=1[C:16]([CH2:18][CH2:19][CH2:20][CH2:21][CH2:22][CH2:23][C:24]([O:26][CH2:27][CH3:28])=[O:25])=O. The catalyst is [Br-].C[P+](C1C=CC=CC=1)(C1C=CC=CC=1)C1C=CC=CC=1.C1COCC1. The product is [CH:6]1[C:15]2[C:10](=[CH:11][CH:12]=[CH:13][CH:14]=2)[CH:9]=[CH:8][C:7]=1[C:16](=[CH2:1])[CH2:18][CH2:19][CH2:20][CH2:21][CH2:22][CH2:23][C:24]([O:26][CH2:27][CH3:28])=[O:25]. The yield is 0.520. (3) The reactants are [CH3:1][C:2](=O)[CH2:3]CCC(=O)C.[CH2:10]([C:17](O)=O)[C:11]([CH2:13][C:14](O)=O)=O.[OH-].[K+].[Cl-].[NH4+:23].[C:24]([O-:27])(=O)[CH3:25].[Na+].Cl.C(=O)=O. No catalyst specified. The product is [CH3:1][C:2]12[NH:23][C:10]([CH3:17])([CH2:11][CH2:13][CH2:14]1)[CH2:25][C:24](=[O:27])[CH2:3]2. The yield is 0.280. (4) The reactants are [CH2:1]1[CH:10]2[N:5]([CH2:6][CH2:7][CH2:8][CH2:9]2)[CH2:4][CH:3]([C:11](OCC)=[O:12])[CH2:2]1.[H-].[Al+3].[Li+].[H-].[H-].[H-].C(OCC)(=O)C.[OH-].[Na+]. The catalyst is O1CCCC1.O. The product is [CH2:1]1[CH:10]2[N:5]([CH2:6][CH2:7][CH2:8][CH2:9]2)[CH2:4][CH:3]([CH2:11][OH:12])[CH2:2]1. The yield is 0.880. (5) The reactants are [CH3:1][C:2]1[CH:6]=[C:5]([NH:7][C:8]2[CH:16]=[CH:15][C:14]([C:17]([F:20])([F:19])[F:18])=[CH:13][C:9]=2[C:10](O)=O)[N:4]([C:21]2[CH:26]=[CH:25][CH:24]=[CH:23][N:22]=2)[N:3]=1.P(Cl)(Cl)([Cl:29])=O. No catalyst specified. The product is [Cl:29][C:10]1[C:9]2[C:8](=[CH:16][CH:15]=[C:14]([C:17]([F:19])([F:18])[F:20])[CH:13]=2)[N:7]=[C:5]2[N:4]([C:21]3[CH:26]=[CH:25][CH:24]=[CH:23][N:22]=3)[N:3]=[C:2]([CH3:1])[C:6]=12. The yield is 0.500. (6) The reactants are [CH3:1][O:2][C:3]1[CH:8]=[CH:7][C:6]([CH:9]=[CH:10][C:11]2[CH:16]=[CH:15][C:14]([CH3:17])=[CH:13][C:12]=2[N+:18]([O-])=O)=[CH:5][CH:4]=1.[H][H]. The catalyst is [Pd].C(O)C. The product is [CH3:1][O:2][C:3]1[CH:4]=[CH:5][C:6]([CH2:9][CH2:10][C:11]2[CH:16]=[CH:15][C:14]([CH3:17])=[CH:13][C:12]=2[NH2:18])=[CH:7][CH:8]=1. The yield is 0.970. (7) The yield is 0.240. The product is [CH3:25][O:24][C:21]1[CH:22]=[C:23]2[C:18](=[CH:19][C:20]=1[O:26][CH3:27])[N:17]=[CH:16][CH:15]=[C:14]2[O:13][C:12]1[C:7]([C:18]2[CH:23]=[CH:22][C:21]([CH2:1][OH:4])=[CH:20][CH:19]=2)=[N:8][C:9]([CH3:28])=[CH:10][CH:11]=1. The reactants are [C:1](=[O:4])([O-])O.[Na+].I[C:7]1[C:12]([O:13][C:14]2[C:23]3[C:18](=[CH:19][C:20]([O:26][CH3:27])=[C:21]([O:24][CH3:25])[CH:22]=3)[N:17]=[CH:16][CH:15]=2)=[CH:11][CH:10]=[C:9]([CH3:28])[N:8]=1.[OH-].[Na+]. The catalyst is C1(C)C=CC=CC=1.